From a dataset of Forward reaction prediction with 1.9M reactions from USPTO patents (1976-2016). Predict the product of the given reaction. (1) Given the reactants [N+:1]([O-:4])([O-])=[O:2].[Na+].S(=O)(=O)(O)O.[F:11][C:12]1[C:20]([F:21])=[CH:19][CH:18]=[CH:17][C:13]=1[C:14]([OH:16])=[O:15], predict the reaction product. The product is: [F:11][C:12]1[C:20]([F:21])=[CH:19][C:18]([N+:1]([O-:4])=[O:2])=[CH:17][C:13]=1[C:14]([OH:16])=[O:15]. (2) Given the reactants [ClH:1].O1CCOCC1.C(OC([N:15]1[CH2:22][C@@H:21]2[C@@H:17]([CH2:18][N:19]([C:23]3[NH:24][C:25]4[CH:31]=[C:30]([C:32]5[CH:37]=[CH:36][CH:35]=[CH:34][CH:33]=5)[CH:29]=[CH:28][C:26]=4[N:27]=3)[CH2:20]2)[CH2:16]1)=O)(C)(C)C, predict the reaction product. The product is: [ClH:1].[C@@H:17]12[CH2:16][NH:15][CH2:22][C@@H:21]1[CH2:20][N:19]([C:23]1[NH:24][C:25]3[CH:31]=[C:30]([C:32]4[CH:37]=[CH:36][CH:35]=[CH:34][CH:33]=4)[CH:29]=[CH:28][C:26]=3[N:27]=1)[CH2:18]2. (3) Given the reactants Br[C:2]1[CH:3]=[CH:4][C:5]([O:18][CH2:19][C:20]2[CH:25]=[CH:24][CH:23]=[CH:22][CH:21]=2)=[C:6]([CH:17]=1)[C:7]([NH:9][C:10]1[CH:11]=[N:12][CH:13]=[C:14]([F:16])[CH:15]=1)=[O:8].[N:26]1[CH:31]=[CH:30][C:29](B(O)O)=[CH:28][CH:27]=1.C(=O)([O-])[O-].[Na+].[Na+], predict the reaction product. The product is: [F:16][C:14]1[CH:15]=[C:10]([NH:9][C:7](=[O:8])[C:6]2[CH:17]=[C:2]([C:29]3[CH:30]=[CH:31][N:26]=[CH:27][CH:28]=3)[CH:3]=[CH:4][C:5]=2[O:18][CH2:19][C:20]2[CH:25]=[CH:24][CH:23]=[CH:22][CH:21]=2)[CH:11]=[N:12][CH:13]=1. (4) Given the reactants [S:1]1[CH:5]=[C:4]([CH2:6][N:7]2[CH2:12][CH2:11][N:10]([C:13](OC(C)(C)C)=O)[CH2:9][CH2:8]2)[N:3]=[CH:2]1.C(O)(C(F)(F)F)=O.[Br:27][C:28]1C(Cl)=[C:30]([N+:35]([O-:37])=[O:36])[C:31]([NH2:34])=[N:32][CH:33]=1, predict the reaction product. The product is: [Br:27][C:28]1[C:13]([N:10]2[CH2:9][CH2:8][N:7]([CH2:6][C:4]3[N:3]=[CH:2][S:1][CH:5]=3)[CH2:12][CH2:11]2)=[C:30]([N+:35]([O-:37])=[O:36])[C:31]([NH2:34])=[N:32][CH:33]=1. (5) The product is: [S:29]1[CH:30]=[CH:31][CH:32]=[C:28]1[C:3]#[C:2][CH2:1][O:4][CH2:5][CH2:6][N:7]1[C:19]2[C:18]3[CH:17]=[CH:16][CH:15]=[CH:14][C:13]=3[N:12]=[CH:11][C:10]=2[N:9]=[CH:8]1. Given the reactants [CH2:1]([O:4][CH2:5][CH2:6][N:7]1[C:19]2[C:18]3[CH:17]=[CH:16][CH:15]=[CH:14][C:13]=3[N:12]=[CH:11][C:10]=2[N:9]=[CH:8]1)[C:2]#[CH:3].C(N(CC)CC)C.I[C:28]1[S:29][CH:30]=[CH:31][CH:32]=1, predict the reaction product. (6) Given the reactants Br[C:2]1[CH:7]=[CH:6][C:5]([C:8]2[N:9]([CH2:19][C@@H:20]3[CH2:24][CH2:23][N:22]([C:25]([CH:27]4[CH2:29][CH2:28]4)=[O:26])[CH2:21]3)[C:10](=[O:18])[C:11]3[CH:16]=[N:15][N:14]([CH3:17])[C:12]=3[N:13]=2)=[CH:4][CH:3]=1.CC1(C)C(C)(C)OB([C:38]2[CH:39]=[C:40]3[C:44](=[CH:45][CH:46]=2)[NH:43][CH:42]=[CH:41]3)O1.C([O-])([O-])=O.[Cs+].[Cs+].O1CCOCC1, predict the reaction product. The product is: [CH:27]1([C:25]([N:22]2[CH2:23][CH2:24][C@@H:20]([CH2:19][N:9]3[C:10](=[O:18])[C:11]4[CH:16]=[N:15][N:14]([CH3:17])[C:12]=4[N:13]=[C:8]3[C:5]3[CH:6]=[CH:7][C:2]([C:38]4[CH:39]=[C:40]5[C:44](=[CH:45][CH:46]=4)[NH:43][CH:42]=[CH:41]5)=[CH:3][CH:4]=3)[CH2:21]2)=[O:26])[CH2:29][CH2:28]1.